This data is from NCI-60 drug combinations with 297,098 pairs across 59 cell lines. The task is: Regression. Given two drug SMILES strings and cell line genomic features, predict the synergy score measuring deviation from expected non-interaction effect. Drug 2: CN(C)C1=NC(=NC(=N1)N(C)C)N(C)C. Synergy scores: CSS=39.5, Synergy_ZIP=1.72, Synergy_Bliss=-2.44, Synergy_Loewe=-45.3, Synergy_HSA=-3.73. Cell line: OVCAR3. Drug 1: CC1=C2C(C(=O)C3(C(CC4C(C3C(C(C2(C)C)(CC1OC(=O)C(C(C5=CC=CC=C5)NC(=O)OC(C)(C)C)O)O)OC(=O)C6=CC=CC=C6)(CO4)OC(=O)C)OC)C)OC.